From a dataset of Reaction yield outcomes from USPTO patents with 853,638 reactions. Predict the reaction yield, written as a fraction of the theoretical maximum amount of product (1.0 means a 100% yield; for example, 0.34 means a 34% yield). The yield is 0.420. The reactants are C([O:4][CH2:5][C:6]1[C:7]([N:33]2[CH2:45][CH2:44][N:36]3[C:37]4[CH2:38][CH2:39][CH2:40][CH2:41][C:42]=4[CH:43]=[C:35]3[C:34]2=[O:46])=[N:8][CH:9]=[CH:10][C:11]=1[C:12]1[CH:17]=[C:16]([NH:18][C:19]2[CH:24]=[CH:23][C:22]([O:25][CH:26]3[CH2:29][N:28]([CH3:30])[CH2:27]3)=[CH:21][N:20]=2)[C:15](=[O:31])[N:14]([CH3:32])[CH:13]=1)(=O)C.[OH-].[Li+]. The catalyst is C1COCC1.C(O)(C)C.O. The product is [OH:4][CH2:5][C:6]1[C:7]([N:33]2[CH2:45][CH2:44][N:36]3[C:37]4[CH2:38][CH2:39][CH2:40][CH2:41][C:42]=4[CH:43]=[C:35]3[C:34]2=[O:46])=[N:8][CH:9]=[CH:10][C:11]=1[C:12]1[CH:17]=[C:16]([NH:18][C:19]2[CH:24]=[CH:23][C:22]([O:25][CH:26]3[CH2:27][N:28]([CH3:30])[CH2:29]3)=[CH:21][N:20]=2)[C:15](=[O:31])[N:14]([CH3:32])[CH:13]=1.